Dataset: Catalyst prediction with 721,799 reactions and 888 catalyst types from USPTO. Task: Predict which catalyst facilitates the given reaction. (1) Reactant: [F:1][C:2]1[C:7]([O:8][CH3:9])=[CH:6][CH:5]=[CH:4][C:3]=1[C:10]1[C:11](=[O:40])[N:12]([CH2:30][C@@H:31]([C:34]2[CH:39]=[CH:38][CH:37]=[CH:36][CH:35]=2)[CH2:32]O)[C:13](=[O:29])[N:14]([CH2:17][C:18]2[C:23]([S:24]([CH3:27])(=[O:26])=[O:25])=[CH:22][CH:21]=[CH:20][C:19]=2[F:28])[C:15]=1[CH3:16].C(N(CC)CC)C.CS(Cl)(=O)=O.[NH:53]1[CH2:58][CH2:57][NH:56][CH2:55][CH2:54]1. The catalyst class is: 10. Product: [F:1][C:2]1[C:7]([O:8][CH3:9])=[CH:6][CH:5]=[CH:4][C:3]=1[C:10]1[C:11](=[O:40])[N:12]([CH2:30][C@H:31]([C:34]2[CH:39]=[CH:38][CH:37]=[CH:36][CH:35]=2)[CH2:32][N:53]2[CH2:58][CH2:57][NH:56][CH2:55][CH2:54]2)[C:13](=[O:29])[N:14]([CH2:17][C:18]2[C:23]([S:24]([CH3:27])(=[O:25])=[O:26])=[CH:22][CH:21]=[CH:20][C:19]=2[F:28])[C:15]=1[CH3:16]. (2) Reactant: Cl.[C:2]1([C:8](=[NH:10])[NH2:9])[CH:7]=[CH:6][CH:5]=[CH:4][CH:3]=1.O.[NH2:12]N.[CH:14]1([C:19]([NH:21][CH:22]([CH2:30][CH3:31])[C:23](=O)[C:24](OCC)=[O:25])=[O:20])[CH2:18][CH2:17][CH2:16][CH2:15]1. The catalyst class is: 8. Product: [O:25]=[C:24]1[C:23]([CH:22]([NH:21][C:19]([CH:14]2[CH2:18][CH2:17][CH2:16][CH2:15]2)=[O:20])[CH2:30][CH3:31])=[N:12][N:9]=[C:8]([C:2]2[CH:7]=[CH:6][CH:5]=[CH:4][CH:3]=2)[NH:10]1.